Dataset: Full USPTO retrosynthesis dataset with 1.9M reactions from patents (1976-2016). Task: Predict the reactants needed to synthesize the given product. Given the product [C:1]([O:4][C@@H:5]([CH2:8][O:9][C:10]1[CH:15]=[CH:14][C:13]([C:16]([C:19]2[CH:24]=[CH:23][C:22]([O:25][CH2:26][C@H:27]([OH:28])[CH2:31][OH:30])=[CH:21][CH:20]=2)([CH3:18])[CH3:17])=[CH:12][CH:11]=1)[CH2:6][Cl:7])(=[O:3])[CH3:2], predict the reactants needed to synthesize it. The reactants are: [C:1]([O:4][C@@H:5]([CH2:8][O:9][C:10]1[CH:15]=[CH:14][C:13]([C:16]([C:19]2[CH:24]=[CH:23][C:22]([O:25][CH2:26][C@H:27]3[CH2:31][O:30]C(C)(C)[O:28]3)=[CH:21][CH:20]=2)([CH3:18])[CH3:17])=[CH:12][CH:11]=1)[CH2:6][Cl:7])(=[O:3])[CH3:2].[O-]S(C(F)(F)F)(=O)=O.[Bi+3].[O-]S(C(F)(F)F)(=O)=O.[O-]S(C(F)(F)F)(=O)=O.